Task: Predict the product of the given reaction.. Dataset: Forward reaction prediction with 1.9M reactions from USPTO patents (1976-2016) (1) The product is: [CH3:29][O:30][C:31]1[CH:36]=[CH:35][C:34]([O:1][C@H:2]([C:23]2[CH:24]=[CH:25][CH:26]=[CH:27][CH:28]=2)[CH2:3][CH2:4][N:5]2[CH2:10][CH2:9][CH:8]([C:11]3[CH:12]=[C:13]([NH:17][C:18](=[O:22])[CH:19]([CH3:21])[CH3:20])[CH:14]=[CH:15][CH:16]=3)[CH2:7][CH2:6]2)=[CH:33][CH:32]=1. Given the reactants [OH:1][C@@H:2]([C:23]1[CH:28]=[CH:27][CH:26]=[CH:25][CH:24]=1)[CH2:3][CH2:4][N:5]1[CH2:10][CH2:9][CH:8]([C:11]2[CH:12]=[C:13]([NH:17][C:18](=[O:22])[CH:19]([CH3:21])[CH3:20])[CH:14]=[CH:15][CH:16]=2)[CH2:7][CH2:6]1.[CH3:29][O:30][C:31]1[CH:36]=[CH:35][C:34](O)=[CH:33][CH:32]=1.C1(P(C2C=CC=CC=2)C2C=CC=CC=2)C=CC=CC=1.N(C(OCC)=O)=NC(OCC)=O.N, predict the reaction product. (2) Given the reactants [Cl:1][C:2]1[CH:17]=[C:16]([N+:18]([O-])=O)[CH:15]=[CH:14][C:3]=1[O:4][C:5]1[CH:10]=[CH:9][N:8]2[CH:11]=[CH:12][N:13]=[C:7]2[CH:6]=1.Cl, predict the reaction product. The product is: [Cl:1][C:2]1[CH:17]=[C:16]([CH:15]=[CH:14][C:3]=1[O:4][C:5]1[CH:10]=[CH:9][N:8]2[CH:11]=[CH:12][N:13]=[C:7]2[CH:6]=1)[NH2:18]. (3) Given the reactants [F:1][C:2]1[CH:7]=[CH:6][C:5]([C:8](=[O:15])[CH2:9][C:10]([O:12][CH2:13][CH3:14])=[O:11])=[CH:4][CH:3]=1.[Br:16][C:17]1[CH:22]=[CH:21][C:20](O)=[CH:19][CH:18]=1.C(OOC(C)(C)C)(C)(C)C, predict the reaction product. The product is: [Br:16][C:17]1[CH:18]=[CH:19][C:20]2[O:15][C:8]([C:5]3[CH:4]=[CH:3][C:2]([F:1])=[CH:7][CH:6]=3)=[C:9]([C:10]([O:12][CH2:13][CH3:14])=[O:11])[C:21]=2[CH:22]=1. (4) Given the reactants [CH3:1][O:2][C:3](=[O:25])[NH:4][C@@H:5]([C:21]([CH3:24])([CH3:23])[CH3:22])[C:6]([NH:8][C@H:9]([C@@H:17]([OH:20])[CH2:18]Cl)[CH2:10][C:11]1[CH:16]=[CH:15][CH:14]=[CH:13][CH:12]=1)=[O:7], predict the reaction product. The product is: [CH3:1][O:2][C:3](=[O:25])[NH:4][C@@H:5]([C:21]([CH3:24])([CH3:23])[CH3:22])[C:6]([NH:8][C@H:9]([C@@H:17]1[CH2:18][O:20]1)[CH2:10][C:11]1[CH:16]=[CH:15][CH:14]=[CH:13][CH:12]=1)=[O:7]. (5) Given the reactants [OH:1][CH2:2][C@@H:3]1[CH2:8][CH2:7][CH2:6][CH2:5][C@H:4]1[NH:9][S:10]([CH2:13][CH3:14])(=[O:12])=[O:11].CCN(CC)CC.[S:22](Cl)([C:25]1[CH:31]=[CH:30][C:28]([CH3:29])=[CH:27][CH:26]=1)(=[O:24])=[O:23], predict the reaction product. The product is: [CH3:29][C:28]1[CH:30]=[CH:31][C:25]([S:22]([O:1][CH2:2][C@@H:3]2[CH2:8][CH2:7][CH2:6][CH2:5][C@H:4]2[NH:9][S:10]([CH2:13][CH3:14])(=[O:12])=[O:11])(=[O:24])=[O:23])=[CH:26][CH:27]=1. (6) The product is: [NH2:10][C:6]1[CH:7]=[C:8]([F:9])[C:3]([Cl:2])=[C:4]([C@:13]2([CH3:24])[CH2:18][C@@H:17]([C:19]([F:22])([F:21])[F:20])[O:16][C:15]([NH2:23])=[N:14]2)[CH:5]=1. Given the reactants O.[Cl:2][C:3]1[C:8]([F:9])=[CH:7][C:6]([N+:10]([O-])=O)=[CH:5][C:4]=1[C@:13]1([CH3:24])[CH2:18][C@@H:17]([C:19]([F:22])([F:21])[F:20])[O:16][C:15]([NH2:23])=[N:14]1.FC(F)(F)C(O)=O, predict the reaction product. (7) Given the reactants [OH:1][CH:2]1[N:8]=[C:7]([C:9]2[CH:14]=[CH:13][CH:12]=[CH:11][CH:10]=2)[C:6]2[CH:15]=[CH:16][CH:17]=[CH:18][C:5]=2[N:4]([CH2:19][C:20]([F:23])([F:22])[F:21])[C:3]1=[O:24].C(N(CC)CC)C.Cl.[NH:33]1[CH2:38][CH2:37][CH:36]([N:39]2[CH2:48][C:47]3[C:42](=[CH:43][CH:44]=[CH:45][CH:46]=3)[NH:41][C:40]2=[O:49])[CH2:35][CH2:34]1.[O:50]1CCC[CH2:51]1, predict the reaction product. The product is: [O:49]=[C:40]1[N:39]([CH:36]2[CH2:35][CH2:34][N:33]([C:51]([O:1][CH:2]3[N:8]=[C:7]([C:9]4[CH:10]=[CH:11][CH:12]=[CH:13][CH:14]=4)[C:6]4[CH:15]=[CH:16][CH:17]=[CH:18][C:5]=4[N:4]([CH2:19][C:20]([F:21])([F:23])[F:22])[C:3]3=[O:24])=[O:50])[CH2:38][CH2:37]2)[CH2:48][C:47]2[C:42](=[CH:43][CH:44]=[CH:45][CH:46]=2)[NH:41]1. (8) Given the reactants [Cl:1][C:2]1[CH:7]=[CH:6][C:5]([CH:8]2[CH:12]([C:13]3[CH:18]=[CH:17][C:16]([Cl:19])=[CH:15][CH:14]=3)[N:11]([C:20]([N:22]3[CH2:27][CH2:26][NH:25][CH2:24][CH2:23]3)=[O:21])[C:10]([C:28]3[CH:33]=[CH:32][C:31]([O:34][CH3:35])=[CH:30][C:29]=3[O:36][CH:37]([CH3:39])[CH3:38])=[N:9]2)=[CH:4][CH:3]=1.[CH2:40]1[O:42][CH:41]1[CH2:43][OH:44], predict the reaction product. The product is: [Cl:1][C:2]1[CH:7]=[CH:6][C:5]([CH:8]2[CH:12]([C:13]3[CH:18]=[CH:17][C:16]([Cl:19])=[CH:15][CH:14]=3)[N:11]([C:20]([N:22]3[CH2:23][CH2:24][N:25]([CH2:40][CH:41]([OH:42])[CH2:43][OH:44])[CH2:26][CH2:27]3)=[O:21])[C:10]([C:28]3[CH:33]=[CH:32][C:31]([O:34][CH3:35])=[CH:30][C:29]=3[O:36][CH:37]([CH3:39])[CH3:38])=[N:9]2)=[CH:4][CH:3]=1. (9) Given the reactants [F:1][C:2]1[CH:3]=[C:4]([CH:34]=[C:35]([F:37])[CH:36]=1)[CH2:5][C:6]1[CH:7]=[C:8]2[C:12](=[CH:13][CH:14]=1)[NH:11][N:10]=[C:9]2[NH:15][C:16](=[O:33])[C:17]1[CH:22]=[CH:21][C:20]([N:23]2[CH2:28][CH2:27][N:26]([CH3:29])[CH2:25][CH2:24]2)=[CH:19][C:18]=1[N+:30]([O-])=O.C1CCCCC=1, predict the reaction product. The product is: [NH2:30][C:18]1[CH:19]=[C:20]([N:23]2[CH2:24][CH2:25][N:26]([CH3:29])[CH2:27][CH2:28]2)[CH:21]=[CH:22][C:17]=1[C:16]([NH:15][C:9]1[C:8]2[C:12](=[CH:13][CH:14]=[C:6]([CH2:5][C:4]3[CH:34]=[C:35]([F:37])[CH:36]=[C:2]([F:1])[CH:3]=3)[CH:7]=2)[NH:11][N:10]=1)=[O:33]. (10) Given the reactants CCCCCC.[CH3:7][N:8]([CH2:10][CH2:11][CH2:12][CH2:13][OH:14])[CH3:9].[Br:15][C:16]1[CH:17]=[C:18]([NH:22][C:23]2[C:32]3[C:27](=[CH:28][C:29](F)=[C:30]([N+:33]([O-])=O)[CH:31]=3)[N:26]=[CH:25][N:24]=2)[CH:19]=[CH:20][CH:21]=1.CCOC(C)=O, predict the reaction product. The product is: [NH2:33][C:30]1[CH:31]=[C:32]2[C:27](=[CH:28][C:29]=1[O:14][CH2:13][CH2:12][CH2:11][CH2:10][N:8]([CH3:9])[CH3:7])[N:26]=[CH:25][N:24]=[C:23]2[NH:22][C:18]1[CH:19]=[CH:20][CH:21]=[C:16]([Br:15])[CH:17]=1.